Dataset: Catalyst prediction with 721,799 reactions and 888 catalyst types from USPTO. Task: Predict which catalyst facilitates the given reaction. The catalyst class is: 5. Reactant: [CH2:1]([N:8]1[CH2:16][C@@H:15]2[C@@H:10]([CH2:11][CH2:12][CH2:13][NH:14]2)[CH2:9]1)[C:2]1[CH:7]=[CH:6][CH:5]=[CH:4][CH:3]=1.C(OC([O-])=O)([O:19][C:20]([O:22][C:23]([CH3:26])([CH3:25])[CH3:24])=O)=O. Product: [CH2:1]([N:8]1[CH2:16][C@@H:15]2[C@@H:10]([CH2:11][CH2:12][CH2:13][N:14]2[C:20]([O:22][C:23]([CH3:26])([CH3:25])[CH3:24])=[O:19])[CH2:9]1)[C:2]1[CH:3]=[CH:4][CH:5]=[CH:6][CH:7]=1.